This data is from Full USPTO retrosynthesis dataset with 1.9M reactions from patents (1976-2016). The task is: Predict the reactants needed to synthesize the given product. (1) Given the product [NH:11]1[C:12]2[C:8](=[CH:7][C:6]([C:2]3[CH:3]=[C:4]([NH2:5])[NH:30][N:31]=3)=[CH:14][CH:13]=2)[CH:9]=[CH:10]1, predict the reactants needed to synthesize it. The reactants are: O=[C:2]([C:6]1[CH:7]=[C:8]2[C:12](=[CH:13][CH:14]=1)[N:11]([Si](C(C)C)(C(C)C)C(C)C)[CH:10]=[CH:9]2)[CH2:3][C:4]#[N:5].O.NN.NC1C=C[NH:31][N:30]=1. (2) Given the product [CH3:1][O:2][C:3](=[O:18])[CH2:4][C:5]1[C:13]([C:14]([O:16][CH3:17])=[O:15])=[C:8]2[CH2:9][CH2:10][CH2:11][CH2:12][N:7]2[N:6]=1, predict the reactants needed to synthesize it. The reactants are: [CH3:1][O:2][C:3](=[O:18])[CH2:4][C:5]1[C:13]([C:14]([O:16][CH3:17])=[O:15])=[C:8]2[CH:9]=[CH:10][CH:11]=[CH:12][N:7]2[N:6]=1. (3) Given the product [C:66]([O:65][C:63]([N:55]([C:56]([O:58][C:59]([CH3:60])([CH3:61])[CH3:62])=[O:57])[C:51]1[C:52]2[C:47](=[CH:46][C:45]([NH:44][CH:72]([C:37]3[CH:38]=[CH:39][C:34]([C@@H:32]([CH3:33])[CH2:31][O:30][C:28](=[O:29])[NH:27][C:16]4[CH:15]=[C:14]([CH2:13][NH:11][CH3:12])[C:19]([O:20][C@@H:21]([CH3:25])[CH2:22][O:23][CH3:24])=[C:18]([F:26])[CH:17]=4)=[C:35]([CH3:43])[CH:36]=3)[C:71]([OH:75])=[O:74])=[CH:54][CH:53]=2)[CH:48]=[CH:49][N:50]=1)=[O:64])([CH3:69])([CH3:68])[CH3:67], predict the reactants needed to synthesize it. The reactants are: C(OC([N:11]([CH2:13][C:14]1[CH:15]=[C:16]([NH:27][C:28]([O:30][CH2:31][C@@H:32]([C:34]2[CH:39]=[CH:38][C:37](B(O)O)=[CH:36][C:35]=2[CH3:43])[CH3:33])=[O:29])[CH:17]=[C:18]([F:26])[C:19]=1[O:20][C@@H:21]([CH3:25])[CH2:22][O:23][CH3:24])[CH3:12])=O)C1C=CC=CC=1.[NH2:44][C:45]1[CH:46]=[C:47]2[C:52](=[CH:53][CH:54]=1)[C:51]([N:55]([C:63]([O:65][C:66]([CH3:69])([CH3:68])[CH3:67])=[O:64])[C:56]([O:58][C:59]([CH3:62])([CH3:61])[CH3:60])=[O:57])=[N:50][CH:49]=[CH:48]2.O.[C:71]([OH:75])(=[O:74])[CH:72]=O.